This data is from Full USPTO retrosynthesis dataset with 1.9M reactions from patents (1976-2016). The task is: Predict the reactants needed to synthesize the given product. (1) Given the product [CH3:24][C:16]1[CH:15]=[C:14]([C:12]2[CH:11]=[C:10]([C:25]([F:28])([F:27])[F:26])[N:9]=[C:8]([C:6]3[CH:5]=[CH:4][N:3]=[C:2]([C:33]4[CH:32]=[N:31][C:30]([NH2:29])=[CH:35][CH:34]=4)[CH:7]=3)[N:13]=2)[CH:19]=[CH:18][C:17]=1[C:20]([F:23])([F:22])[F:21], predict the reactants needed to synthesize it. The reactants are: Cl[C:2]1[CH:7]=[C:6]([C:8]2[N:13]=[C:12]([C:14]3[CH:19]=[CH:18][C:17]([C:20]([F:23])([F:22])[F:21])=[C:16]([CH3:24])[CH:15]=3)[CH:11]=[C:10]([C:25]([F:28])([F:27])[F:26])[N:9]=2)[CH:5]=[CH:4][N:3]=1.[NH2:29][C:30]1[CH:35]=[CH:34][C:33](B2OC(C)(C)C(C)(C)O2)=[CH:32][N:31]=1. (2) Given the product [C:13]([NH:12][C:3]1[CH:4]=[C:5]([C:8]([F:10])([F:11])[F:9])[C:6]([N+:16]([O-:19])=[O:17])=[CH:7][C:2]=1[C:1]([OH:34])=[O:27])(=[O:15])[CH3:14], predict the reactants needed to synthesize it. The reactants are: [CH3:1][C:2]1[CH:7]=[CH:6][C:5]([C:8]([F:11])([F:10])[F:9])=[CH:4][C:3]=1[NH:12][C:13](=[O:15])[CH3:14].[N+:16]([O-:19])([O-])=[O:17].[K+].[Mn]([O-])(=O)(=O)=O.[K+].[OH2:27].S([O-])([O-])(=O)=O.[Mg+2].[OH2:34]. (3) Given the product [C:14]([N:11]1[CH2:12][CH2:13][N:8]([C:7]2[C:2]([NH:1][CH3:29])=[N:3][CH:4]=[C:5]([Br:28])[N:6]=2)[CH2:9][C@@H:10]1[CH2:21][C:22]1[CH:23]=[CH:24][CH:25]=[CH:26][CH:27]=1)([O:16][C:17]([CH3:19])([CH3:20])[CH3:18])=[O:15], predict the reactants needed to synthesize it. The reactants are: [NH2:1][C:2]1[C:7]([N:8]2[CH2:13][CH2:12][N:11]([C:14]([O:16][C:17]([CH3:20])([CH3:19])[CH3:18])=[O:15])[C@@H:10]([CH2:21][C:22]3[CH:27]=[CH:26][CH:25]=[CH:24][CH:23]=3)[CH2:9]2)=[N:6][C:5]([Br:28])=[CH:4][N:3]=1.[CH3:29]C(C)([O-])C.[K+].IC.C(OCC)(=O)C. (4) Given the product [F:41][C:19]1[CH:20]=[C:21]([NH:24][C:25]([C:27]2[C:28](=[O:40])[N:29]([C:33]3[CH:34]=[CH:35][C:36]([F:39])=[CH:37][CH:38]=3)[N:30]=[CH:31][CH:32]=2)=[O:26])[CH:22]=[CH:23][C:18]=1[O:17][C:16]1[CH:15]=[CH:14][N:13]=[C:12]2[NH:8][N:9]=[C:10]([C:42]3[N:46]([CH3:47])[CH:45]=[N:44][CH:43]=3)[C:11]=12, predict the reactants needed to synthesize it. The reactants are: COC1C=CC(C[N:8]2[C:12]3=[N:13][CH:14]=[CH:15][C:16]([O:17][C:18]4[CH:23]=[CH:22][C:21]([NH:24][C:25]([C:27]5[C:28](=[O:40])[N:29]([C:33]6[CH:38]=[CH:37][C:36]([F:39])=[CH:35][CH:34]=6)[N:30]=[CH:31][CH:32]=5)=[O:26])=[CH:20][C:19]=4[F:41])=[C:11]3[C:10]([C:42]3[N:46]([CH3:47])[CH:45]=[N:44][CH:43]=3)=[N:9]2)=CC=1.C(O)(C(F)(F)F)=O.